Regression. Given a target protein amino acid sequence and a drug SMILES string, predict the binding affinity score between them. We predict pIC50 (pIC50 = -log10(IC50 in M); higher means more potent). Dataset: bindingdb_ic50. From a dataset of Drug-target binding data from BindingDB using IC50 measurements. (1) The compound is CCOC(=O)c1ccc2c(c1)C1C=CCC1C(C(=O)O)N2. The target protein (P28562) has sequence MVMEVGTLDAGGLRALLGERAAQCLLLDCRSFFAFNAGHIAGSVNVRFSTIVRRRAKGAMGLEHIVPNAELRGRLLAGAYHAVVLLDERSAALDGAKRDGTLALAAGALCREARAAQVFFLKGGYEAFSASCPELCSKQSTPMGLSLPLSTSVPDSAESGCSSCSTPLYDQGGPVEILPFLYLGSAYHASRKDMLDALGITALINVSANCPNHFEGHYQYKSIPVEDNHKADISSWFNEAIDFIDSIKNAGGRVFVHCQAGISRSATICLAYLMRTNRVKLDEAFEFVKQRRSIISPNFSFMGQLLQFESQVLAPHCSAEAGSPAMAVLDRGTSTTTVFNFPVSIPVHSTNSALSYLQSPITTSPSC. The pIC50 is 4.8. (2) The drug is OC[C@H]1NC[C@H](O)[C@@H](O)[C@@H]1O. The target protein sequence is MFRVPLCMLLPLLALLQLLGAAHSFYNVSQRTFELDYKRDRFLKDGQPFRYISGSIHYFRIPRFYWEDRLLKMKMAGLDAIQTYVPWNFHEPQPGQYDFSGDRDVEHFIQLAHQLGLLVILRPGPYICAEWDMGGLPAWLLEKESIVLRSSDPDYLAAVDKWLAVLLPKMKRLLYQNGGPIITVQVENEYGSYFACDYNYLRFLEHRFRYHLGNDIILFTTDGAAEKLLKCGTLQDLYATVDFGTTGNITRAFLIQRNFEPKGPLINSEFYTGWLDHWGQPHSKVNTKKLVASLYNLLAYGASVNLYMFIGGTNFAYWNGANMPYAPQPTSYDYDAPLSEAGDLTEKYFAVRDVIRKFKEVPEGPIPPSTPKFAYGKVALRKFKTVTEALGILCPNGPVKSLYPLTFTQVKQYFGYVLYRTTLPQDCSNPKPIFSSPINGVRDRAYVSVDGVPQGILDRNRMNVLNIRGKAGATLDILVENMGRVNYGNSIKDFKGLISN.... The pIC50 is 3.4.